This data is from Catalyst prediction with 721,799 reactions and 888 catalyst types from USPTO. The task is: Predict which catalyst facilitates the given reaction. (1) Reactant: [NH2:1][C:2]1[N:7]=[CH:6][N:5]=[C:4]2[NH:8][N:9]=[C:10]([C:11]3[CH:12]=[C:13]([OH:18])[CH:14]=[C:15]([F:17])[CH:16]=3)[C:3]=12.N1C=CN=C1.[C:24]([Si:28](Cl)([CH3:30])[CH3:29])([CH3:27])([CH3:26])[CH3:25]. Product: [Si:28]([O:18][C:13]1[CH:12]=[C:11]([C:10]2[C:3]3[C:4](=[N:5][CH:6]=[N:7][C:2]=3[NH2:1])[NH:8][N:9]=2)[CH:16]=[C:15]([F:17])[CH:14]=1)([C:24]([CH3:27])([CH3:26])[CH3:25])([CH3:30])[CH3:29]. The catalyst class is: 31. (2) Reactant: [CH3:1][C:2]1[CH:3]=[C:4]([NH:9][C:10](=[O:12])[CH3:11])[CH:5]=[C:6]([CH3:8])[CH:7]=1.[Cl:13][CH2:14][C:15](Cl)=[O:16].[Al+3].[Cl-].[Cl-].[Cl-]. Product: [Cl:13][CH2:14][C:15]([C:7]1[C:6]([CH3:8])=[CH:5][C:4]([NH:9][C:10](=[O:12])[CH3:11])=[CH:3][C:2]=1[CH3:1])=[O:16]. The catalyst class is: 534.